From a dataset of Full USPTO retrosynthesis dataset with 1.9M reactions from patents (1976-2016). Predict the reactants needed to synthesize the given product. The reactants are: [CH:1]12[C:7]([CH3:9])([CH3:8])[CH:6]1[CH2:5][CH2:4][C:3]([CH3:10])=[CH:2]2.ClC1C=CC=C(C(OO)=[O:19])C=1. Given the product [CH3:8][C:7]1([CH3:9])[CH:1]2[CH:2]3[O:19][C:3]3([CH3:10])[CH2:4][CH2:5][CH:6]12, predict the reactants needed to synthesize it.